Task: Predict the reaction yield, written as a fraction of the theoretical maximum amount of product (1.0 means a 100% yield; for example, 0.34 means a 34% yield).. Dataset: Reaction yield outcomes from USPTO patents with 853,638 reactions (1) The reactants are C([CH:3]1[CH2:8][N:7]([C:9]2[CH:14]=[CH:13][C:12](I)=[CH:11][CH:10]=2)[C:6](=[O:16])[C:5]2[N:17]([C:23]3[CH:28]=[CH:27][C:26]([O:29][CH3:30])=[CH:25][CH:24]=3)[N:18]=[C:19]([C:20]([NH2:22])=[O:21])[C:4]1=2)C.C(OC([N:41]1[CH2:46][CH2:45][NH:44][C:43](=[O:47])[CH2:42]1)=O)C1C=CC=CC=1.C([O-])([O-])=O.[K+].[K+].CS(C)=O. The catalyst is CCOC(C)=O.O.[Cu]I. The product is [CH3:30][O:29][C:26]1[CH:25]=[CH:24][C:23]([N:17]2[C:5]3[C:6](=[O:16])[N:7]([C:9]4[CH:10]=[CH:11][C:12]([N:44]5[CH2:45][CH2:46][NH:41][CH2:42][C:43]5=[O:47])=[CH:13][CH:14]=4)[CH2:8][CH2:3][C:4]=3[C:19]([C:20]([NH2:22])=[O:21])=[N:18]2)=[CH:28][CH:27]=1. The yield is 0.330. (2) The reactants are [CH3:1][O:2][C:3]1[CH:9]=[CH:8][C:7]([N+:10]([O-:12])=[O:11])=[CH:6][C:4]=1[NH2:5].N1C=CC=CC=1.[Cl:19][CH2:20][C:21](Cl)=[O:22]. The catalyst is C(Cl)Cl. The product is [Cl:19][CH2:20][C:21]([NH:5][C:4]1[CH:6]=[C:7]([N+:10]([O-:12])=[O:11])[CH:8]=[CH:9][C:3]=1[O:2][CH3:1])=[O:22]. The yield is 0.970. (3) The reactants are B(Cl)(Cl)Cl.CSC.[CH3:8][N:9]([CH3:45])[C:10]1[S:11][C@H:12]2[CH2:18][C@H:17]([CH2:19][O:20]OCC3C=CC=CC=3)[C@@H:16]([O:29]CC3C=CC=CC=3)[C@H:15]([O:37]CC3C=CC=CC=3)[C@H:13]2[N:14]=1. No catalyst specified. The product is [CH3:8][N:9]([CH3:45])[C:10]1[S:11][C@H:12]2[CH2:18][C@H:17]([CH2:19][OH:20])[C@@H:16]([OH:29])[C@H:15]([OH:37])[C@H:13]2[N:14]=1. The yield is 0.360. (4) The product is [Cl-:1].[CH3:17][O:16][CH2:15][CH2:14][O:13][C:4]1[N:5]=[C:6]([O:8][CH2:9][CH2:10][O:11][CH3:12])[N:7]=[C:2]([N+:19]2([CH3:18])[CH2:24][CH2:23][O:22][CH2:21][CH2:20]2)[N:3]=1. The yield is 0.340. The catalyst is O1CCCC1. The reactants are [Cl:1][C:2]1[N:7]=[C:6]([O:8][CH2:9][CH2:10][O:11][CH3:12])[N:5]=[C:4]([O:13][CH2:14][CH2:15][O:16][CH3:17])[N:3]=1.[CH3:18][N:19]1[CH2:24][CH2:23][O:22][CH2:21][CH2:20]1. (5) The reactants are [NH:1]1[C:9]2[C:4](=[CH:5][CH:6]=[CH:7][CH:8]=2)[CH:3]=[CH:2]1.[OH2:10].C[C:12]#[N:13]. The catalyst is Cl. The product is [NH:1]1[C:9]2[C:4](=[CH:5][CH:6]=[CH:7][CH:8]=2)[C:3]([C:12]([NH2:13])=[O:10])=[CH:2]1. The yield is 0.660. (6) The reactants are [CH3:1][C:2]1([CH3:20])[CH2:6][C:5]2[C:7]([CH3:19])=[C:8]([N:13]3[CH2:18][CH2:17][NH:16][CH2:15][CH2:14]3)[C:9]([CH3:12])=[C:10]([CH3:11])[C:4]=2[O:3]1.Br[C:22]1[CH:27]=[CH:26][C:25]([O:28][C:29]([F:32])([F:31])[F:30])=[CH:24][CH:23]=1. No catalyst specified. The product is [CH3:1][C:2]1([CH3:20])[CH2:6][C:5]2[C:7]([CH3:19])=[C:8]([N:13]3[CH2:14][CH2:15][N:16]([C:22]4[CH:23]=[CH:24][C:25]([O:28][C:29]([F:30])([F:31])[F:32])=[CH:26][CH:27]=4)[CH2:17][CH2:18]3)[C:9]([CH3:12])=[C:10]([CH3:11])[C:4]=2[O:3]1. The yield is 0.510.